This data is from Peptide-MHC class I binding affinity with 185,985 pairs from IEDB/IMGT. The task is: Regression. Given a peptide amino acid sequence and an MHC pseudo amino acid sequence, predict their binding affinity value. This is MHC class I binding data. (1) The peptide sequence is RVRQQVIQL. The MHC is HLA-B15:01 with pseudo-sequence HLA-B15:01. The binding affinity (normalized) is 0.343. (2) The peptide sequence is WLLLRQLPI. The MHC is HLA-A02:01 with pseudo-sequence HLA-A02:01. The binding affinity (normalized) is 0.750. (3) The MHC is HLA-B18:01 with pseudo-sequence HLA-B18:01. The peptide sequence is TEKSNVVRG. The binding affinity (normalized) is 0. (4) The peptide sequence is RPSTKNFFEL. The MHC is HLA-B40:02 with pseudo-sequence HLA-B40:02. The binding affinity (normalized) is 0.136. (5) The peptide sequence is LVYKKMQSY. The MHC is HLA-B15:01 with pseudo-sequence HLA-B15:01. The binding affinity (normalized) is 0.647. (6) The peptide sequence is HQDDGQPRL. The MHC is HLA-A26:01 with pseudo-sequence HLA-A26:01. The binding affinity (normalized) is 0.0847. (7) The peptide sequence is IPFIAYFVLM. The MHC is HLA-A68:02 with pseudo-sequence HLA-A68:02. The binding affinity (normalized) is 0.155.